Dataset: Full USPTO retrosynthesis dataset with 1.9M reactions from patents (1976-2016). Task: Predict the reactants needed to synthesize the given product. (1) The reactants are: [N+:1]([C:4]1[CH:11]=[C:10]([O:12][CH2:13][CH2:14][CH2:15][Cl:16])[C:9]([O:17][CH3:18])=[CH:8][C:5]=1[C:6]#[N:7])([O-])=O.C1CCCCC=1. Given the product [NH2:1][C:4]1[CH:11]=[C:10]([O:12][CH2:13][CH2:14][CH2:15][Cl:16])[C:9]([O:17][CH3:18])=[CH:8][C:5]=1[C:6]#[N:7], predict the reactants needed to synthesize it. (2) Given the product [NH2:40][C:41]1[CH:42]=[CH:43][C:35]([C:32]2[CH:33]=[CH:34][C:29]([F:28])=[CH:30][CH:31]=2)=[CH:36][C:37]=1[C:23]([OH:26])=[O:24], predict the reactants needed to synthesize it. The reactants are: IC1C=C2C(=CC=1)NC(=O)C2=O.FC1C=CC(B(O)O)=CC=1.[C:23]([O-:26])(O)=[O:24].[Na+].[F:28][C:29]1[CH:34]=[CH:33][C:32]([C:35]2[CH:36]=[C:37]3[C:41](=[CH:42][CH:43]=2)[NH:40]C(=O)C3=O)=[CH:31][CH:30]=1. (3) Given the product [Br:1][C:2]1[CH:3]=[CH:4][C:5]([O:19][CH3:20])=[C:6]([C:8]2[O:18][C:13]3[C:12]([C:10](=[O:11])[C:9]=2[OH:21])=[CH:17][CH:16]=[CH:15][CH:14]=3)[CH:7]=1, predict the reactants needed to synthesize it. The reactants are: [Br:1][C:2]1[CH:3]=[CH:4][C:5]([O:19][CH3:20])=[C:6](/[CH:8]=[CH:9]/[C:10]([C:12]2[CH:17]=[CH:16][CH:15]=[CH:14][C:13]=2[OH:18])=[O:11])[CH:7]=1.[OH:21]O. (4) Given the product [Cl:1][C:2]1[CH:7]=[CH:6][C:5](/[CH:19]=[CH:18]/[C:17]([O:21][CH2:22][CH3:23])=[O:20])=[CH:4][C:3]=1[C@H:9]([OH:12])[CH2:10][OH:11], predict the reactants needed to synthesize it. The reactants are: [Cl:1][C:2]1[CH:7]=[CH:6][C:5](I)=[CH:4][C:3]=1[C@H:9]([OH:12])[CH2:10][OH:11].C(#N)CC.[C:17]([O:21][CH2:22][CH3:23])(=[O:20])[CH:18]=[CH2:19].C(N(CC)CC)C.CC1C(P(C2C(C)=CC=CC=2)C2C(C)=CC=CC=2)=CC=CC=1. (5) Given the product [Cl:1][CH2:2][C:3]1[N:11]([C:12]2[CH:17]=[CH:16][CH:15]=[CH:14][C:13]=2[Cl:18])[C:9](=[O:10])[C:8]2[C:7](=[CH:22][CH:21]=[CH:20][C:19]=2[CH3:23])[N:6]=1, predict the reactants needed to synthesize it. The reactants are: [Cl:1][CH2:2][C:3](Cl)=O.[NH2:6][C:7]1[CH:22]=[CH:21][CH:20]=[C:19]([CH3:23])[C:8]=1[C:9]([NH:11][C:12]1[CH:17]=[CH:16][CH:15]=[CH:14][C:13]=1[Cl:18])=[O:10]. (6) Given the product [CH2:31]([CH:8]1[C:13]([C:14]2[CH:15]=[CH:16][C:17]3[O:22][CH2:21][C:20](=[O:23])[NH:19][C:18]=3[CH:24]=2)=[N:12][C:11]2[CH:25]=[CH:26][CH:27]=[CH:28][C:10]=2[S:9]1)[C:33]1[CH:34]=[CH:35][CH:36]=[CH:37][CH:43]=1, predict the reactants needed to synthesize it. The reactants are: ClC1C=CC([CH:8]2[C:13]([C:14]3[CH:15]=[CH:16][C:17]4[O:22][CH2:21][C:20](=[O:23])[NH:19][C:18]=4[CH:24]=3)=[N:12][C:11]3[CH:25]=[CH:26][CH:27]=[CH:28][C:10]=3[S:9]2)=CC=1.BrC([CH2:31][C:33]1[CH:43]=[CH:37][CH:36]=[CH:35][CH:34]=1)[C:31]([C:33]1[CH:34]=[CH:35][C:36]2OCC(=O)N[C:37]=2[CH:43]=1)=O. (7) Given the product [ClH:22].[CH3:21][C:16]1[NH:1][C:2]2[N:7]=[C:6]([C:8]3[CH:13]=[CH:12][CH:11]=[CH:10][CH:9]=3)[N:5]=[C:4]([OH:14])[C:3]=2[CH:15]=1, predict the reactants needed to synthesize it. The reactants are: [NH2:1][C:2]1[N:7]=[C:6]([C:8]2[CH:13]=[CH:12][CH:11]=[CH:10][CH:9]=2)[N:5]=[C:4]([OH:14])[C:3]=1[CH2:15][C:16]1([CH3:21])OCCO1.[ClH:22].